This data is from Full USPTO retrosynthesis dataset with 1.9M reactions from patents (1976-2016). The task is: Predict the reactants needed to synthesize the given product. Given the product [C:22]([O:21][C:19]([NH:18][NH:17][CH:13]1[CH2:14][CH2:15][CH2:16][N:11]([C:9]([O:8][CH2:1][C:2]2[CH:7]=[CH:6][CH:5]=[CH:4][CH:3]=2)=[O:10])[CH2:12]1)=[O:20])([CH3:25])([CH3:23])[CH3:24], predict the reactants needed to synthesize it. The reactants are: [CH2:1]([O:8][C:9]([N:11]1[CH2:16][CH2:15][CH2:14][C:13](=[N:17][NH:18][C:19]([O:21][C:22]([CH3:25])([CH3:24])[CH3:23])=[O:20])[CH2:12]1)=[O:10])[C:2]1[CH:7]=[CH:6][CH:5]=[CH:4][CH:3]=1.C([BH3-])#N.[Na+].O.C1(C)C=CC(S(O)(=O)=O)=CC=1.